Dataset: Reaction yield outcomes from USPTO patents with 853,638 reactions. Task: Predict the reaction yield, written as a fraction of the theoretical maximum amount of product (1.0 means a 100% yield; for example, 0.34 means a 34% yield). (1) The reactants are [BH4-].[Na+].[O:3]=[CH:4][CH2:5][O:6][CH:7]1[CH2:24][CH2:23][C:10]2([CH2:15][CH2:14][N:13]([C:16]([O:18][C:19]([CH3:22])([CH3:21])[CH3:20])=[O:17])[CH2:12][CH2:11]2)[CH2:9][CH2:8]1. The catalyst is CO. The product is [OH:3][CH2:4][CH2:5][O:6][CH:7]1[CH2:24][CH2:23][C:10]2([CH2:11][CH2:12][N:13]([C:16]([O:18][C:19]([CH3:20])([CH3:21])[CH3:22])=[O:17])[CH2:14][CH2:15]2)[CH2:9][CH2:8]1. The yield is 0.400. (2) The reactants are [C:1]([C:5]1[NH:6][C:7]2[C:12]([CH:13]=1)=[CH:11][C:10]([N+:14]([O-:16])=[O:15])=[CH:9][C:8]=2[C:17](OC)=[O:18])([CH3:4])([CH3:3])[CH3:2].ClCCl.CC(C[AlH]CC(C)C)C. The catalyst is O. The product is [C:1]([C:5]1[NH:6][C:7]2[C:12]([CH:13]=1)=[CH:11][C:10]([N+:14]([O-:16])=[O:15])=[CH:9][C:8]=2[CH2:17][OH:18])([CH3:4])([CH3:2])[CH3:3]. The yield is 0.730. (3) The reactants are [CH3:1][C:2]1([CH3:11])[C:8](=[O:9])[C:6]2([CH3:10])[CH2:7][CH:3]1[CH2:4][CH2:5]2.O1CC[CH2:14][CH2:13]1. The yield is 0.760. The catalyst is O. The product is [C:13]([C:8]1([OH:9])[C:2]([CH3:11])([CH3:1])[CH:3]2[CH2:7][C:6]1([CH3:10])[CH2:5][CH2:4]2)#[CH:14]. (4) The reactants are [Cl:1][C:2]1[CH:15]=[C:14]([CH2:16][N:17]2[CH2:21][CH2:20][CH2:19][CH2:18]2)[C:13]([Cl:22])=[CH:12][C:3]=1[O:4][C@H:5]1[CH2:8][C@H:7]([CH2:9][NH:10][CH3:11])[CH2:6]1.C(N(CC)CC)C.[CH3:30][C:31]1[C:35]([C:36](Cl)=[O:37])=[C:34]([CH3:39])[O:33][N:32]=1.C([O-])([O-])=O.[K+].[K+]. The catalyst is C(Cl)Cl. The product is [ClH:1].[Cl:1][C:2]1[CH:15]=[C:14]([CH2:16][N:17]2[CH2:21][CH2:20][CH2:19][CH2:18]2)[C:13]([Cl:22])=[CH:12][C:3]=1[O:4][C@H:5]1[CH2:6][C@H:7]([CH2:9][N:10]([CH3:11])[C:36]([C:35]2[C:31]([CH3:30])=[N:32][O:33][C:34]=2[CH3:39])=[O:37])[CH2:8]1. The yield is 0.590. (5) The reactants are [NH2:1][C:2]1[N:7]=[C:6]([NH2:8])[C:5]([O:9][C:10]2[C:11]([CH:21]([CH3:23])[CH3:22])=[CH:12][C:13]([O:19][CH3:20])=[C:14]([CH:18]=2)[C:15]([NH2:17])=[S:16])=[CH:4][N:3]=1.C([O-])(O)=O.[Na+].[CH3:29][C:30](O)=O. The catalyst is C(OC(OCC)CBr)C.CC1C=CC(S(O)(=O)=O)=CC=1. The product is [CH:21]([C:11]1[CH:12]=[C:13]([O:19][CH3:20])[C:14]([C:15]2[S:16][CH:29]=[CH:30][N:17]=2)=[CH:18][C:10]=1[O:9][C:5]1[C:6]([NH2:8])=[N:7][C:2]([NH2:1])=[N:3][CH:4]=1)([CH3:23])[CH3:22]. The yield is 0.280.